This data is from Full USPTO retrosynthesis dataset with 1.9M reactions from patents (1976-2016). The task is: Predict the reactants needed to synthesize the given product. (1) Given the product [Cl:35][C:31]1[C:30]([C:36]([F:37])([F:38])[F:39])=[C:29]([CH:34]=[CH:33][CH:32]=1)[CH2:28][N:7]1[C:6](=[O:8])[C:5]([C:9]([O:11][CH2:12][CH3:13])=[O:10])=[CH:4][N:3]([C:14]2[CH:15]=[C:16]3[C:20](=[CH:21][CH:22]=2)[N:19]([CH3:23])[C:18](=[O:24])[C:17]3([CH3:25])[CH3:26])[C:2]1=[O:1], predict the reactants needed to synthesize it. The reactants are: [O:1]=[C:2]1[NH:7][C:6](=[O:8])[C:5]([C:9]([O:11][CH2:12][CH3:13])=[O:10])=[CH:4][N:3]1[C:14]1[CH:15]=[C:16]2[C:20](=[CH:21][CH:22]=1)[N:19]([CH3:23])[C:18](=[O:24])[C:17]2([CH3:26])[CH3:25].Br[CH2:28][C:29]1[CH:34]=[CH:33][CH:32]=[C:31]([Cl:35])[C:30]=1[C:36]([F:39])([F:38])[F:37]. (2) Given the product [CH3:37][O:36][C:35]([NH:34][C@@H:30]([CH:31]([CH3:32])[CH3:33])[C:29]([N:25]1[CH2:26][CH2:27][CH2:28][C@H:24]1[C:22]1[NH:23][C:19]([C:16]2[CH:17]=[CH:18][C:10]3[C:11]([CH:15]=2)=[CH:12][CH:13]=[C:14]2[C:9]=3[O:8][CH2:7][C:6]3[CH:40]=[C:2]([C:65]4[NH:69][C:68]([C@@H:70]5[CH2:74][CH2:73][CH2:72][N:71]5[C:75]([O:77][C:78]([CH3:81])([CH3:80])[CH3:79])=[O:76])=[N:67][CH:66]=4)[CH:3]=[CH:4][C:5]2=3)=[CH:20][N:21]=1)=[O:39])=[O:38], predict the reactants needed to synthesize it. The reactants are: Br[C:2]1[CH:3]=[CH:4][C:5]2[C:14]3[C:9](=[C:10]4[CH:18]=[CH:17][C:16]([C:19]5[NH:23][C:22]([C@@H:24]6[CH2:28][CH2:27][CH2:26][N:25]6[C:29](=[O:39])[C@@H:30]([NH:34][C:35](=[O:38])[O:36][CH3:37])[CH:31]([CH3:33])[CH3:32])=[N:21][CH:20]=5)=[CH:15][C:11]4=[CH:12][CH:13]=3)[O:8][CH2:7][C:6]=2[CH:40]=1.B1(B2OC(C)(C)C(C)(C)O2)OC(C)(C)C(C)(C)O1.C([O-])(=O)C.[K+].Br[C:65]1[NH:69][C:68]([C@@H:70]2[CH2:74][CH2:73][CH2:72][N:71]2[C:75]([O:77][C:78]([CH3:81])([CH3:80])[CH3:79])=[O:76])=[N:67][CH:66]=1.C(=O)([O-])[O-].[K+].[K+]. (3) Given the product [CH2:19]([O:26][C:27](=[O:33])[C@@H:28]1[CH2:32][CH2:31][CH2:30][N:29]1[C:15]([C:2]1([OH:1])[C:14]2[CH:13]=[CH:12][CH:11]=[CH:10][C:9]=2[C:8]2[C:3]1=[CH:4][CH:5]=[CH:6][CH:7]=2)=[O:16])[C:20]1[CH:21]=[CH:22][CH:23]=[CH:24][CH:25]=1, predict the reactants needed to synthesize it. The reactants are: [OH:1][C:2]1([C:15](O)=[O:16])[C:14]2[CH:13]=[CH:12][CH:11]=[CH:10][C:9]=2[C:8]2[C:3]1=[CH:4][CH:5]=[CH:6][CH:7]=2.Cl.[CH2:19]([O:26][C:27](=[O:33])[C@@H:28]1[CH2:32][CH2:31][CH2:30][NH:29]1)[C:20]1[CH:25]=[CH:24][CH:23]=[CH:22][CH:21]=1.C(N(CC)C(C)C)(C)C. (4) The reactants are: [O:1]1[CH:5]=[CH:4][C:3]([CH2:6]CN)=[CH:2]1.[N+:9]([CH3:12])([O-:11])=[O:10]. Given the product [N+:9]([CH:12]=[CH:6][CH:3]1[CH2:4][CH2:5][O:1][CH2:2]1)([O-:11])=[O:10], predict the reactants needed to synthesize it.